From a dataset of Forward reaction prediction with 1.9M reactions from USPTO patents (1976-2016). Predict the product of the given reaction. (1) The product is: [F:10][C:6]1[CH:7]=[CH:8][CH:9]=[C:2]([C:16]#[C:15][Si:12]([CH3:14])([CH3:13])[CH3:11])[C:3]=1[CH:4]=[O:5]. Given the reactants Br[C:2]1[CH:9]=[CH:8][CH:7]=[C:6]([F:10])[C:3]=1[CH:4]=[O:5].[CH3:11][Si:12]([C:15]#[CH:16])([CH3:14])[CH3:13].C(N(CC)CC)C, predict the reaction product. (2) Given the reactants Cl[C:2]1[CH:7]=[C:6]([CH3:8])[N:5]=[C:4]([CH3:9])[C:3]=1[C:10]([C:12]1[CH:17]=[CH:16][CH:15]=[CH:14][CH:13]=1)=O.O.[NH2:19][NH2:20], predict the reaction product. The product is: [CH3:9][C:4]1[C:3]2[C:10]([C:12]3[CH:17]=[CH:16][CH:15]=[CH:14][CH:13]=3)=[N:19][NH:20][C:2]=2[CH:7]=[C:6]([CH3:8])[N:5]=1. (3) Given the reactants [F:1][C:2]1[CH:7]=[CH:6][CH:5]=[C:4]([F:8])[C:3]=1[N:9]1[C:14]2[N:15]=[C:16](S(C)(=O)=O)[N:17]=[C:18]([C:19]3[CH:20]=[C:21]([CH:26]=[CH:27][C:28]=3[CH3:29])[C:22]([NH:24][CH3:25])=[O:23])[C:13]=2[CH2:12][NH:11][C:10]1=[O:34].[N:35]1([CH:41]2[CH2:46][CH2:45][NH:44][CH2:43][CH2:42]2)[CH2:40][CH2:39][CH2:38][CH2:37][CH2:36]1, predict the reaction product. The product is: [NH4+:9].[OH-:23].[N:35]1([CH:41]2[CH2:46][CH2:45][N:44]([C:16]3[N:17]=[C:18]([C:19]4[CH:20]=[C:21]([CH:26]=[CH:27][C:28]=4[CH3:29])[C:22]([NH:24][CH3:25])=[O:23])[C:13]4[CH2:12][NH:11][C:10](=[O:34])[N:9]([C:3]5[C:2]([F:1])=[CH:7][CH:6]=[CH:5][C:4]=5[F:8])[C:14]=4[N:15]=3)[CH2:43][CH2:42]2)[CH2:40][CH2:39][CH2:38][CH2:37][CH2:36]1. (4) Given the reactants C([O:5][CH2:6][CH2:7][N:8]1[C:16]2[C:11](=[CH:12][CH:13]=[C:14]([F:17])[CH:15]=2)[C:10]([C:18](=[O:35])[CH:19]([NH:26][C:27]2[CH:32]=[CH:31][CH:30]=[C:29]([O:33][CH3:34])[CH:28]=2)[C:20]2[CH:25]=[CH:24][CH:23]=[CH:22][CH:21]=2)=[CH:9]1)(C)(C)C.O1CCOCC1.C(=O)([O-])[O-].[K+].[K+], predict the reaction product. The product is: [F:17][C:14]1[CH:15]=[C:16]2[C:11]([C:10]([C:18](=[O:35])[CH:19]([NH:26][C:27]3[CH:32]=[CH:31][CH:30]=[C:29]([O:33][CH3:34])[CH:28]=3)[C:20]3[CH:21]=[CH:22][CH:23]=[CH:24][CH:25]=3)=[CH:9][N:8]2[CH2:7][CH2:6][OH:5])=[CH:12][CH:13]=1. (5) Given the reactants [Si:1]([O:8][C@H:9]1[CH2:14][CH2:13][C@@:12]([C@H:16]2[CH2:24][CH2:23][C@@:22]3([CH3:25])[C@@H:18]([CH2:19][CH2:20][C:21]3=[O:26])[C@@H:17]2[CH2:27][O:28][Si:29]([C:42]([CH3:45])([CH3:44])[CH3:43])([C:36]2[CH:41]=[CH:40][CH:39]=[CH:38][CH:37]=2)[C:30]2[CH:35]=[CH:34][CH:33]=[CH:32][CH:31]=2)([CH3:15])[C@@H:11]([CH2:46][O:47][Si:48]([C:51]([CH3:54])([CH3:53])[CH3:52])([CH3:50])[CH3:49])[CH2:10]1)([C:4]([CH3:7])([CH3:6])[CH3:5])([CH3:3])[CH3:2].[Li]C.[C:57]([O-])(O)=O.[Na+], predict the reaction product. The product is: [Si:1]([O:8][C@H:9]1[CH2:14][CH2:13][C@@:12]([C@H:16]2[CH2:24][CH2:23][C@@:22]3([CH3:25])[C@@H:18]([CH2:19][CH2:20][C@:21]3([CH3:57])[OH:26])[C@@H:17]2[CH2:27][O:28][Si:29]([C:42]([CH3:43])([CH3:45])[CH3:44])([C:30]2[CH:31]=[CH:32][CH:33]=[CH:34][CH:35]=2)[C:36]2[CH:37]=[CH:38][CH:39]=[CH:40][CH:41]=2)([CH3:15])[C@@H:11]([CH2:46][O:47][Si:48]([C:51]([CH3:54])([CH3:53])[CH3:52])([CH3:49])[CH3:50])[CH2:10]1)([C:4]([CH3:7])([CH3:5])[CH3:6])([CH3:3])[CH3:2].